From a dataset of Reaction yield outcomes from USPTO patents with 853,638 reactions. Predict the reaction yield, written as a fraction of the theoretical maximum amount of product (1.0 means a 100% yield; for example, 0.34 means a 34% yield). The reactants are [OH:1][CH2:2][CH2:3][O:4][CH2:5][CH2:6][O:7][CH2:8][CH2:9][O:10][CH2:11][CH2:12][CH2:13][CH2:14][CH2:15][CH2:16][CH2:17][CH2:18][CH2:19][CH2:20][CH2:21][NH:22][C:23](=[O:54])[CH2:24][CH2:25][S:26][S:26][CH2:25][CH2:24][C:23](=[O:54])[NH:22][CH2:21][CH2:20][CH2:19][CH2:18][CH2:17][CH2:16][CH2:15][CH2:14][CH2:13][CH2:12][CH2:11][O:10][CH2:9][CH2:8][O:7][CH2:6][CH2:5][O:4][CH2:3][CH2:2][OH:1].Cl.Cl.C(CCP(CCC(O)=O)CCC(O)=O)(O)=O. The catalyst is O. The product is [OH:1][CH2:2][CH2:3][O:4][CH2:5][CH2:6][O:7][CH2:8][CH2:9][O:10][CH2:11][CH2:12][CH2:13][CH2:14][CH2:15][CH2:16][CH2:17][CH2:18][CH2:19][CH2:20][CH2:21][NH:22][C:23](=[O:54])[CH2:24][CH2:25][SH:26]. The yield is 0.750.